This data is from Catalyst prediction with 721,799 reactions and 888 catalyst types from USPTO. The task is: Predict which catalyst facilitates the given reaction. (1) Reactant: Cl.[N+:2]([C:5]1[N:10]=[CH:9][C:8]([C:11]2[CH2:12][CH2:13][NH:14][CH2:15][CH:16]=2)=[CH:7][CH:6]=1)([O-:4])=[O:3].I[CH3:18].[H-].[Na+].O. Product: [CH3:18][N:14]1[CH2:13][CH:12]=[C:11]([C:8]2[CH:9]=[N:10][C:5]([N+:2]([O-:4])=[O:3])=[CH:6][CH:7]=2)[CH2:16][CH2:15]1. The catalyst class is: 9. (2) Reactant: C([O:5][C:6](=[O:14])[C@H:7]([CH3:13])[CH2:8][S:9]([CH3:12])(=[O:11])=[O:10])(C)(C)C. Product: [CH3:13][C@H:7]([CH2:8][S:9]([CH3:12])(=[O:11])=[O:10])[C:6]([OH:14])=[O:5]. The catalyst class is: 89. (3) Reactant: [I-].[CH2:2]([N+:4]1(C)[CH2:9][CH2:8][C:7](=[O:10])[CH2:6][CH2:5]1)[CH3:3].[CH2:12]([O:14][C@H:15]1[CH2:20]C[C@H](N)[CH2:17][CH2:16]1)[CH3:13].C(=O)([O-])[O-].[K+].[K+].O. Product: [CH2:12]([O:14][C@H:15]1[CH2:20][CH2:3][C@H:2]([N:4]2[CH2:5][CH2:6][C:7](=[O:10])[CH2:8][CH2:9]2)[CH2:17][CH2:16]1)[CH3:13]. The catalyst class is: 8. (4) Reactant: [Cl:1][C:2]1[CH:3]=[C:4]([C:9]2[O:13][N:12]=[CH:11][C:10]=2[CH2:14][CH2:15][C:16](OC)=[O:17])[CH:5]=[CH:6][C:7]=1[Cl:8].[H-].C([Al+]CC(C)C)C(C)C.Cl. The catalyst class is: 7. Product: [Cl:1][C:2]1[CH:3]=[C:4]([C:9]2[O:13][N:12]=[CH:11][C:10]=2[CH2:14][CH2:15][CH2:16][OH:17])[CH:5]=[CH:6][C:7]=1[Cl:8].